This data is from Reaction yield outcomes from USPTO patents with 853,638 reactions. The task is: Predict the reaction yield, written as a fraction of the theoretical maximum amount of product (1.0 means a 100% yield; for example, 0.34 means a 34% yield). (1) The reactants are [CH:1]1([C:15]([O:17][CH3:18])=[O:16])[CH:6]=[CH:5][CH:4]([C:7]([O:9][CH3:10])=[O:8])[CH2:3][CH:2]1[C:11]([O:13][CH3:14])=[O:12]. The catalyst is C1(C)C=CC=C(C)C=1.[Pt]. The product is [C:15]([O:17][CH3:18])(=[O:16])[C:1]1[C:2](=[CH:3][C:4](=[CH:5][CH:6]=1)[C:7]([O:9][CH3:10])=[O:8])[C:11]([O:13][CH3:14])=[O:12]. The yield is 0.650. (2) The reactants are [F:1][C:2]1[CH:3]=[CH:4][C:5]([CH:8]([OH:15])C2C=CC=CC=2)=[N:6][CH:7]=1.Cl[C:17]1[CH:22]=[CH:21][N+:20]([O-:23])=[CH:19][CH:18]=1. No catalyst specified. The product is [F:1][C:2]1[CH:3]=[CH:4][C:5]([CH2:8][O:15][C:17]2[CH:22]=[CH:21][N+:20]([O-:23])=[CH:19][CH:18]=2)=[N:6][CH:7]=1. The yield is 0.500. (3) The reactants are [O:1]1[C:5]2[CH:6]=[CH:7][C:8]([C:10]([OH:12])=[O:11])=[CH:9][C:4]=2[CH2:3][CH2:2]1.S(=O)(=O)(O)O.[C:18](=O)(O)[O-].[Na+]. The catalyst is CO. The product is [O:1]1[C:5]2[CH:6]=[CH:7][C:8]([C:10]([O:12][CH3:18])=[O:11])=[CH:9][C:4]=2[CH2:3][CH2:2]1. The yield is 0.980. (4) The reactants are [NH2:1][C:2]1[C:10]2[C:5](=[N:6][C:7]([C:12]3[CH:17]=[CH:16][C:15]([O:18][CH3:19])=[C:14]([O:20][CH3:21])[CH:13]=3)=[CH:8][C:9]=2[CH3:11])[S:4][C:3]=1[C:22]([NH2:24])=[O:23].Cl[C:26]([O:29]C(Cl)=O)(Cl)Cl.N. The catalyst is O1CCOCC1.O. The product is [CH3:21][O:20][C:14]1[CH:13]=[C:12]([C:7]2[CH:8]=[C:9]([CH3:11])[C:10]3[C:2]4[NH:1][C:26](=[O:29])[NH:24][C:22](=[O:23])[C:3]=4[S:4][C:5]=3[N:6]=2)[CH:17]=[CH:16][C:15]=1[O:18][CH3:19]. The yield is 0.960. (5) The reactants are [Br:1][C:2]1[CH:7]=[C:6]([F:8])[CH:5]=[CH:4][C:3]=1[CH:9]1[C:14]([C:15]([O:17][CH2:18][CH3:19])=[O:16])=[C:13]([CH2:20]Br)[NH:12][C:11]([C:22]2[S:23][CH:24]=[CH:25][N:26]=2)=[N:10]1.[NH:27]1[CH2:32][CH2:31][CH2:30][CH2:29][CH:28]1[C:33]([OH:35])=[O:34]. No catalyst specified. The product is [Br:1][C:2]1[CH:7]=[C:6]([F:8])[CH:5]=[CH:4][C:3]=1[CH:9]1[N:10]=[C:11]([C:22]2[S:23][CH:24]=[CH:25][N:26]=2)[NH:12][C:13]([CH2:20][N:27]2[CH2:32][CH2:31][CH2:30][CH2:29][CH:28]2[C:33]([OH:35])=[O:34])=[C:14]1[C:15]([O:17][CH2:18][CH3:19])=[O:16]. The yield is 0.270. (6) The reactants are [CH2:1]([O:8][N:9]1[CH2:12][C@@H:11]([CH2:13][CH2:14][CH2:15]CC)C1=O)[C:2]1[CH:7]=[CH:6][CH:5]=[CH:4][CH:3]=1.[OH2:19].[OH-:20].[Li+].O.Cl.[CH2:24]1[CH2:28]OCC1.O.[CH3:30]O. No catalyst specified. The product is [CH2:1]([O:8][NH:9][CH:12]([CH2:28][CH3:24])[CH2:11][CH2:13][C@@H:14]([CH3:15])[C:30]([OH:20])=[O:19])[C:2]1[CH:3]=[CH:4][CH:5]=[CH:6][CH:7]=1. The yield is 0.950. (7) The reactants are C([N:4]1[C:12]2[CH:11]=[C:10]([Br:13])[CH:9]=[C:8]([C:14]([O:16][CH3:17])=[O:15])[C:7]=2[CH:6]=[N:5]1)(=O)C. The catalyst is CO.Cl. The product is [Br:13][C:10]1[CH:9]=[C:8]([C:14]([O:16][CH3:17])=[O:15])[C:7]2[CH:6]=[N:5][NH:4][C:12]=2[CH:11]=1. The yield is 0.717. (8) The reactants are [CH3:1][C:2]1[CH:11]=[CH:10][C:9]2[C:4](=[CH:5][C:6]([OH:12])=[CH:7][CH:8]=2)[N:3]=1.[Cl:13]N1C(=O)CCC1=O. The catalyst is C(Cl)Cl.C(Cl)(Cl)Cl.[Cl-].[Zr+4].[Cl-].[Cl-].[Cl-]. The product is [Cl:13][C:5]1[C:6]([OH:12])=[CH:7][CH:8]=[C:9]2[C:4]=1[N:3]=[C:2]([CH3:1])[CH:11]=[CH:10]2. The yield is 0.551.